This data is from Catalyst prediction with 721,799 reactions and 888 catalyst types from USPTO. The task is: Predict which catalyst facilitates the given reaction. Product: [Cl:14][C:13]1[C:8]([C:5]2[CH:6]=[N:7][C:2]([Cl:1])=[C:3]([NH:16][CH2:17][CH:18]3[CH2:23][CH2:22][O:21][CH2:20][CH2:19]3)[N:4]=2)=[CH:9][C:10]([NH:24][C@H:25]2[CH2:30][CH2:29][C@H:28]([OH:31])[CH2:27][CH2:26]2)=[N:11][CH:12]=1. Reactant: [Cl:1][C:2]1[C:3]([NH:16][CH2:17][CH:18]2[CH2:23][CH2:22][O:21][CH2:20][CH2:19]2)=[N:4][C:5]([C:8]2[C:13]([Cl:14])=[CH:12][N:11]=[C:10](F)[CH:9]=2)=[CH:6][N:7]=1.[NH2:24][C@H:25]1[CH2:30][CH2:29][C@H:28]([OH:31])[CH2:27][CH2:26]1. The catalyst class is: 16.